From a dataset of Forward reaction prediction with 1.9M reactions from USPTO patents (1976-2016). Predict the product of the given reaction. (1) Given the reactants [N+:1]([C:4]1[CH:5]=[N:6][CH:7]=[C:8]([CH:12]=1)[C:9]([OH:11])=[O:10])([O-:3])=[O:2].CN(C(O[N:21]1N=NC2C=[CH:25][CH:26]=[CH:27][C:22]1=2)=[N+](C)C)C.F[P-](F)(F)(F)(F)F.CCN(C(C)C)C(C)C.[NH:46]1[CH2:50][CH2:49][CH2:48][CH2:47]1, predict the reaction product. The product is: [NH2:1][C:4]1[CH:12]=[C:8]([C:9]([N:21]2[CH2:22][CH2:27][CH2:26][CH2:25]2)=[O:11])[CH:7]=[N:6][CH:5]=1.[N+:1]([C:4]1[CH:12]=[C:8]([C:9]([N:46]2[CH2:50][CH2:49][CH2:48][CH2:47]2)=[O:10])[CH:7]=[N:6][CH:5]=1)([O-:3])=[O:2]. (2) The product is: [C:31]([C:30]1[CH:33]=[CH:34][C:35]([O:25][C:19]2[CH:20]=[CH:21][C:22]([F:24])=[C:23]3[C:18]=2[CH2:17][CH2:16][C@H:15]3[O:14][C:12]2[CH:11]=[CH:10][C:9]3[C@H:5]([CH2:4][C:3]([OH:26])=[O:2])[CH2:6][O:7][C:8]=3[CH:13]=2)=[C:28]([F:27])[CH:29]=1)#[N:32]. Given the reactants C[O:2][C:3](=[O:26])[CH2:4][C@H:5]1[C:9]2[CH:10]=[CH:11][C:12]([O:14][C@H:15]3[C:23]4[C:18](=[C:19]([OH:25])[CH:20]=[CH:21][C:22]=4[F:24])[CH2:17][CH2:16]3)=[CH:13][C:8]=2[O:7][CH2:6]1.[F:27][C:28]1[CH:29]=[C:30]([CH:33]=[CH:34][C:35]=1F)[C:31]#[N:32], predict the reaction product. (3) Given the reactants [NH2:1][C:2]1[C:3]([C:9]([O:11]C)=[O:10])=[N:4][CH:5]=[N:6][C:7]=1[CH3:8].[OH-].[Na+:14], predict the reaction product. The product is: [Na+:14].[NH2:1][C:2]1[C:3]([C:9]([O-:11])=[O:10])=[N:4][CH:5]=[N:6][C:7]=1[CH3:8]. (4) Given the reactants Cl[C:2](OC(Cl)(Cl)Cl)=[O:3].[O:9]1[C:13]2([CH2:18][CH2:17][NH:16][CH2:15][CH2:14]2)[O:12][CH2:11][CH2:10]1.C(N(CC)C(C)C)(C)C.Cl.[NH2:29][CH2:30][C:31]1[C:36]([Cl:37])=[N:35][CH:34]=[CH:33][N:32]=1.C(N(CC)CC)C, predict the reaction product. The product is: [Cl:37][C:36]1[C:31]([CH2:30][NH:29][C:2]([N:16]2[CH2:17][CH2:18][C:13]3([O:12][CH2:11][CH2:10][O:9]3)[CH2:14][CH2:15]2)=[O:3])=[N:32][CH:33]=[CH:34][N:35]=1. (5) Given the reactants [Cl:1][C:2]1[S:6][C:5]([CH2:7][N:8]2[CH2:13][CH2:12][O:11][C@H:10]([CH2:14][NH2:15])[CH2:9]2)=[CH:4][CH:3]=1.[CH3:16][S:17]([NH:20][C:21]1[CH:22]=[C:23]([CH2:27][C:28](O)=[O:29])[CH:24]=[CH:25][CH:26]=1)(=[O:19])=[O:18], predict the reaction product. The product is: [Cl:1][C:2]1[S:6][C:5]([CH2:7][N:8]2[CH2:13][CH2:12][O:11][C@H:10]([CH2:14][NH:15][C:28](=[O:29])[CH2:27][C:23]3[CH:24]=[CH:25][CH:26]=[C:21]([NH:20][S:17]([CH3:16])(=[O:18])=[O:19])[CH:22]=3)[CH2:9]2)=[CH:4][CH:3]=1. (6) Given the reactants [NH2:1][C:2]1[N:9]=[C:8]([C:10]2[CH:15]=[CH:14][CH:13]=[CH:12][C:11]=2[O:16][Si:17]([C:20]([CH3:23])([CH3:22])[CH3:21])([CH3:19])[CH3:18])[CH:7]=[C:6]([C:24]2[CH:29]=[CH:28][CH:27]=[C:26]([N+:30]([O-:32])=[O:31])[CH:25]=2)[C:3]=1[C:4]#[N:5].[Cl:33][C:34]1[S:38][C:37]([C:39](Cl)=[O:40])=[CH:36][CH:35]=1, predict the reaction product. The product is: [Si:17]([O:16][C:11]1[CH:12]=[CH:13][CH:14]=[CH:15][C:10]=1[C:8]1[N:9]=[C:2]([NH:1][C:39]([C:37]2[S:38][C:34]([Cl:33])=[CH:35][CH:36]=2)=[O:40])[C:3]([C:4]#[N:5])=[C:6]([C:24]2[CH:29]=[CH:28][CH:27]=[C:26]([N+:30]([O-:32])=[O:31])[CH:25]=2)[CH:7]=1)([C:20]([CH3:23])([CH3:22])[CH3:21])([CH3:18])[CH3:19]. (7) The product is: [Cl:33][CH2:34][Cl:35].[CH3:1][OH:3].[NH3:4].[C:1]([N:4]1[CH2:10][CH2:9][CH2:8][CH2:7][C:6]2[N:11]=[C:12]([C:14]3[CH:15]=[CH:16][C:17]([OH:20])=[CH:18][CH:19]=3)[S:13][C:5]1=2)(=[O:3])[CH3:2]. Given the reactants [C:1]([N:4]1[CH2:10][CH2:9][CH2:8][CH2:7][C:6]2[N:11]=[C:12]([C:14]3[CH:19]=[CH:18][C:17]([O:20]CC4C=CC=CC=4)=[CH:16][CH:15]=3)[S:13][C:5]1=2)(=[O:3])[CH3:2].P(Br)(Br)Br.O.[Cl:33][CH2:34][Cl:35], predict the reaction product. (8) Given the reactants Cl.[NH2:2][C@@H:3]1[CH2:7][N:6]([C:8]2[CH:13]=[CH:12][C:11]([O:14][CH2:15][C:16]3[CH:21]=[CH:20][CH:19]=[C:18]([F:22])[CH:17]=3)=[CH:10][CH:9]=2)[C:5](=[O:23])[CH2:4]1.C(N(C(C)C)C(C)C)C.[F:33][CH2:34][C:35](OC)=[O:36], predict the reaction product. The product is: [F:33][CH2:34][C:35]([NH:2][C@H:3]1[CH2:4][C:5](=[O:23])[N:6]([C:8]2[CH:9]=[CH:10][C:11]([O:14][CH2:15][C:16]3[CH:21]=[CH:20][CH:19]=[C:18]([F:22])[CH:17]=3)=[CH:12][CH:13]=2)[CH2:7]1)=[O:36].